Dataset: Reaction yield outcomes from USPTO patents with 853,638 reactions. Task: Predict the reaction yield, written as a fraction of the theoretical maximum amount of product (1.0 means a 100% yield; for example, 0.34 means a 34% yield). (1) The reactants are N1(CCO)CCNCC1.BrC1SC(C=O)=CC=1.[OH:18][CH2:19][CH2:20][N:21]1[CH2:26][CH2:25][N:24]([C:27]2[S:31][C:30]([CH:32]=O)=[CH:29][CH:28]=2)[CH2:23][CH2:22]1.[CH3:34][O:35][C:36]1[CH:37]=[C:38]([CH:42]=[CH:43][C:44]=1[O:45][CH3:46])[CH2:39][C:40]#[N:41]. No catalyst specified. The product is [CH3:34][O:35][C:36]1[CH:37]=[C:38](/[C:39](=[CH:32]/[C:30]2[S:31][C:27]([N:24]3[CH2:23][CH2:22][N:21]([CH2:20][CH2:19][OH:18])[CH2:26][CH2:25]3)=[CH:28][CH:29]=2)/[C:40]#[N:41])[CH:42]=[CH:43][C:44]=1[O:45][CH3:46]. The yield is 0.490. (2) The product is [F:17][C:13]1[N:12]=[C:11]([O:10][C:6]2[CH:5]=[CH:4][C:3]([CH2:2][O:24][CH3:23])=[CH:8][C:7]=2[OH:9])[CH:16]=[CH:15][CH:14]=1. The reactants are Cl[CH2:2][C:3]1[CH:4]=[CH:5][C:6]([O:10][C:11]2[CH:16]=[CH:15][CH:14]=[C:13]([F:17])[N:12]=2)=[C:7]([OH:9])[CH:8]=1.[Na].[I-].[Na+].[NH4+].[Cl-].[CH3:23][OH:24]. The yield is 1.00. No catalyst specified.